From a dataset of Reaction yield outcomes from USPTO patents with 853,638 reactions. Predict the reaction yield, written as a fraction of the theoretical maximum amount of product (1.0 means a 100% yield; for example, 0.34 means a 34% yield). (1) The product is [C:28]1([N:10]2[CH2:15][CH2:14][N:13]([C:16]([CH:18]3[CH2:27][CH2:26][C:25]4[C:20](=[CH:21][CH:22]=[CH:23][CH:24]=4)[NH:19]3)=[O:17])[CH2:12][CH2:11]2)[C:37]2[C:32](=[CH:33][CH:34]=[CH:35][CH:36]=2)[CH:31]=[CH:30][N:29]=1. The yield is 0.756. No catalyst specified. The reactants are N1C2C(=C([N:10]3[CH2:15][CH2:14][N:13]([C:16]([CH:18]4[CH2:27][CH2:26][C:25]5[C:20](=[CH:21][CH:22]=[CH:23][CH:24]=5)[NH:19]4)=[O:17])[CH2:12][CH2:11]3)C=CC=2)C=C1.[C:28]1(N2CCNCC2)[C:37]2[C:32](=[CH:33][CH:34]=[CH:35][CH:36]=2)[CH:31]=[CH:30][N:29]=1. (2) The reactants are [C:1]1([S:7][CH2:8][C@H:9]([NH:14][C:15]2[CH:20]=[CH:19][C:18]([S:21](=[O:24])(=[O:23])[NH2:22])=[CH:17][C:16]=2[S:25]([C:28]([F:31])([F:30])[F:29])(=[O:27])=[O:26])[CH2:10][C:11](O)=[O:12])[CH:6]=[CH:5][CH:4]=[CH:3][CH:2]=1.[CH2:32]([N:34]([CH2:37][C@H:38]1[CH2:43][O:42][CH2:41][CH2:40][N:39]1C(OC(C)(C)C)=O)[CH2:35][CH3:36])[CH3:33].CCN(C(C)C)C(C)C.CN(C(ON1N=NC2C=CC=NC1=2)=[N+](C)C)C.F[P-](F)(F)(F)(F)F. The catalyst is CC(N(C)C)=O.C(OCC)(=O)C. The product is [CH2:32]([N:34]([CH2:37][C@@H:38]1[N:39]([C:11](=[O:12])[CH2:10][C@@H:9]([NH:14][C:15]2[CH:20]=[CH:19][C:18]([S:21]([NH2:22])(=[O:23])=[O:24])=[CH:17][C:16]=2[S:25]([C:28]([F:29])([F:31])[F:30])(=[O:27])=[O:26])[CH2:8][S:7][C:1]2[CH:2]=[CH:3][CH:4]=[CH:5][CH:6]=2)[CH2:40][CH2:41][O:42][CH2:43]1)[CH2:35][CH3:36])[CH3:33]. The yield is 0.580. (3) The reactants are [CH2:1](I)[CH2:2][CH2:3][CH2:4][CH2:5][CH3:6].[P:8]([O:15]CC)([O:12][CH2:13][CH3:14])[O:9][CH2:10][CH3:11]. No catalyst specified. The product is [CH2:1]([P:8](=[O:15])([O:12][CH2:13][CH3:14])[O:9][CH2:10][CH3:11])[CH2:2][CH2:3][CH2:4][CH2:5][CH3:6]. The yield is 0.850.